From a dataset of NCI-60 drug combinations with 297,098 pairs across 59 cell lines. Regression. Given two drug SMILES strings and cell line genomic features, predict the synergy score measuring deviation from expected non-interaction effect. (1) Drug 1: C1=C(C(=O)NC(=O)N1)N(CCCl)CCCl. Drug 2: C1C(C(OC1N2C=NC3=C2NC=NCC3O)CO)O. Cell line: DU-145. Synergy scores: CSS=13.1, Synergy_ZIP=-1.43, Synergy_Bliss=-2.43, Synergy_Loewe=-3.10, Synergy_HSA=-2.96. (2) Drug 1: COC1=CC(=CC(=C1O)OC)C2C3C(COC3=O)C(C4=CC5=C(C=C24)OCO5)OC6C(C(C7C(O6)COC(O7)C8=CC=CS8)O)O. Drug 2: CC1=CC=C(C=C1)C2=CC(=NN2C3=CC=C(C=C3)S(=O)(=O)N)C(F)(F)F. Cell line: HCT116. Synergy scores: CSS=58.9, Synergy_ZIP=4.24, Synergy_Bliss=5.11, Synergy_Loewe=-14.3, Synergy_HSA=7.97. (3) Drug 1: CC=C1C(=O)NC(C(=O)OC2CC(=O)NC(C(=O)NC(CSSCCC=C2)C(=O)N1)C(C)C)C(C)C. Drug 2: CC1=C(C(=O)C2=C(C1=O)N3CC4C(C3(C2COC(=O)N)OC)N4)N. Cell line: U251. Synergy scores: CSS=74.0, Synergy_ZIP=4.83, Synergy_Bliss=5.72, Synergy_Loewe=-6.01, Synergy_HSA=6.81. (4) Drug 1: CC(CN1CC(=O)NC(=O)C1)N2CC(=O)NC(=O)C2. Drug 2: C(CC(=O)O)C(=O)CN.Cl. Cell line: SK-MEL-2. Synergy scores: CSS=28.4, Synergy_ZIP=-8.86, Synergy_Bliss=-2.91, Synergy_Loewe=-4.52, Synergy_HSA=-0.390. (5) Drug 1: CN1CCC(CC1)COC2=C(C=C3C(=C2)N=CN=C3NC4=C(C=C(C=C4)Br)F)OC. Drug 2: CNC(=O)C1=CC=CC=C1SC2=CC3=C(C=C2)C(=NN3)C=CC4=CC=CC=N4. Cell line: CAKI-1. Synergy scores: CSS=43.6, Synergy_ZIP=-5.67, Synergy_Bliss=-0.842, Synergy_Loewe=-3.39, Synergy_HSA=0.547. (6) Drug 1: CCC1(C2=C(COC1=O)C(=O)N3CC4=CC5=C(C=CC(=C5CN(C)C)O)N=C4C3=C2)O.Cl. Drug 2: B(C(CC(C)C)NC(=O)C(CC1=CC=CC=C1)NC(=O)C2=NC=CN=C2)(O)O. Cell line: LOX IMVI. Synergy scores: CSS=57.9, Synergy_ZIP=-2.48, Synergy_Bliss=-4.78, Synergy_Loewe=-6.46, Synergy_HSA=-5.03.